From a dataset of Forward reaction prediction with 1.9M reactions from USPTO patents (1976-2016). Predict the product of the given reaction. Given the reactants Cl[C:2]1[C:7]([C:8]#[N:9])=[C:6]([C:10]2[CH:15]=[CH:14][C:13]([O:16][CH2:17][CH2:18][OH:19])=[CH:12][CH:11]=2)[C:5]([C:20]#[N:21])=[C:4]([S:22][CH2:23][C:24]2[N:25]=[C:26]([C:29]3[CH:34]=[CH:33][C:32]([Cl:35])=[CH:31][CH:30]=3)[O:27][CH:28]=2)[N:3]=1.[NH:36]1[CH2:40][CH2:39][CH2:38][CH2:37]1.O, predict the reaction product. The product is: [Cl:35][C:32]1[CH:33]=[CH:34][C:29]([C:26]2[O:27][CH:28]=[C:24]([CH2:23][S:22][C:4]3[C:5]([C:20]#[N:21])=[C:6]([C:10]4[CH:15]=[CH:14][C:13]([O:16][CH2:17][CH2:18][OH:19])=[CH:12][CH:11]=4)[C:7]([C:8]#[N:9])=[C:2]([N:36]4[CH2:40][CH2:39][CH2:38][CH2:37]4)[N:3]=3)[N:25]=2)=[CH:30][CH:31]=1.